Dataset: Full USPTO retrosynthesis dataset with 1.9M reactions from patents (1976-2016). Task: Predict the reactants needed to synthesize the given product. (1) Given the product [C:19]([O:22][C@@H:23]1[C@H:27]([CH2:28][CH2:29][CH2:30][CH2:31][CH2:32][CH2:33][C:34]([O:36][CH3:37])=[O:35])[C@@H:26](/[CH:38]=[CH:4]/[C:3](=[O:11])[C:2]([F:1])([F:16])[CH2:12][CH2:13][CH2:14][CH3:15])[C@H:25]([O:40][CH:41]2[CH2:46][CH2:45][CH2:44][CH2:43][O:42]2)[CH2:24]1)(=[O:21])[CH3:20], predict the reactants needed to synthesize it. The reactants are: [F:1][C:2]([F:16])([CH2:12][CH2:13][CH2:14][CH3:15])[C:3](=[O:11])[CH2:4]P(=O)(OC)OC.[H-].[Li+].[C:19]([O:22][C@@H:23]1[C@H:27]([CH2:28][CH2:29][CH2:30][CH2:31][CH2:32][CH2:33][C:34]([O:36][CH3:37])=[O:35])[C@@H:26]([CH:38]=O)[C@H:25]([O:40][CH:41]2[CH2:46][CH2:45][CH2:44][CH2:43][O:42]2)[CH2:24]1)(=[O:21])[CH3:20].O. (2) The reactants are: [H-].[Na+].CC(C)([O-])C.[K+].[C:9](=[O:14])([O:12][CH3:13])OC.[C:15]1(=[O:26])[C:20]2([CH2:25][CH2:24][CH2:23][CH2:22][CH2:21]2)[CH2:19][CH2:18][CH2:17][CH2:16]1. Given the product [CH3:13][O:12][C:9]([CH:16]1[CH2:17][CH2:18][CH2:19][C:20]2([CH2:21][CH2:22][CH2:23][CH2:24][CH2:25]2)[C:15]1=[O:26])=[O:14], predict the reactants needed to synthesize it. (3) Given the product [C:6]([N-:5][CH2:9][CH2:10][CH3:11])([O:7][C:17]([CH3:19])([CH3:18])[CH3:16])=[O:8].[CH:13]1[CH:14]=[CH:15][C:16]([NH:23][C:24]2[C:29]([Cl:30])=[CH:28][CH:27]=[CH:26][C:25]=2[Cl:31])=[C:17]([CH2:19][C:20]([OH:22])=[O:21])[CH:18]=1, predict the reactants needed to synthesize it. The reactants are: C([N:5]([CH2:9][CH:10](N)[CH3:11])[C:6](=[O:8])[OH:7])(C)(C)C.[CH:13]1[CH:14]=[CH:15][C:16]([NH:23][C:24]2[C:25]([Cl:31])=[CH:26][CH:27]=[CH:28][C:29]=2[Cl:30])=[C:17]([CH2:19][C:20]([OH:22])=[O:21])[CH:18]=1.CCN=C=NCCCN(C)C.Cl.C(OCC)(=O)C. (4) Given the product [CH2:19]1[C:20]2[C:25](=[CH:24][CH:23]=[CH:22][CH:21]=2)[CH2:17][CH:18]1[N:26]1[CH2:30][CH2:29][N:28]([C:2]2[CH:7]=[CH:6][C:5]([S:8]([NH:11][C:12]3[S:13][CH:14]=[CH:15][N:16]=3)(=[O:10])=[O:9])=[CH:4][CH:3]=2)[C:27]1=[O:31], predict the reactants needed to synthesize it. The reactants are: I[C:2]1[CH:7]=[CH:6][C:5]([S:8]([NH:11][C:12]2[S:13][CH:14]=[CH:15][N:16]=2)(=[O:10])=[O:9])=[CH:4][CH:3]=1.[CH2:17]1[C:25]2[C:20](=[CH:21][CH:22]=[CH:23][CH:24]=2)[CH2:19][CH:18]1[N:26]1[CH2:30][CH2:29][NH:28][C:27]1=[O:31].C(=O)([O-])[O-].[K+].[K+].